This data is from Full USPTO retrosynthesis dataset with 1.9M reactions from patents (1976-2016). The task is: Predict the reactants needed to synthesize the given product. (1) Given the product [Br:1][C:2]1[CH:3]=[CH:4][C:5]([OH:8])=[C:6]([C:14](=[O:19])[CH2:15][CH:16]([CH3:18])[CH3:17])[CH:7]=1, predict the reactants needed to synthesize it. The reactants are: [Br:1][C:2]1[CH:7]=[CH:6][C:5]([O:8]C)=[CH:4][CH:3]=1.[Cl-].[Al+3].[Cl-].[Cl-].[C:14](Cl)(=[O:19])[CH2:15][CH:16]([CH3:18])[CH3:17].Cl. (2) Given the product [F:88][CH2:87][C@H:85]1[O:86][C@@H:57]([O:56][C@@H:46]2[C@@H:45]([CH2:89][OH:90])[O:44][C@H:10]([O:11][C@H:12]3[C@H:16]([OH:17])[CH2:15][NH:14][C@@H:13]3[CH2:35][OH:36])[C@H:9]([OH:8])[C@H:47]2[OH:48])[C@H:58]([OH:59])[C@@H:67]([OH:68])[C@@H:76]1[OH:77], predict the reactants needed to synthesize it. The reactants are: C([O:8][C@@H:9]1[C@@H:47]([O:48]CC2C=CC=CC=2)[C@H:46]([O:56][C@@H:57]2[O:86][C@H:85]([CH2:87][F:88])[C@@H:76]([O:77]CC3C=CC=CC=3)[C@H:67]([O:68]CC3C=CC=CC=3)[C@H:58]2[O:59]CC2C=CC=CC=2)[C@@H:45]([CH2:89][O:90]CC2C=CC=CC=2)[O:44][C@@H:10]1[O:11][C@H:12]1[C@H:16]([O:17]CC2C=CC=CC=2)[CH2:15][N:14](C(OCC2C=CC=CC=2)=O)[C@@H:13]1[CH2:35][O:36]CC1C=CC=CC=1)C1C=CC=CC=1.Cl. (3) Given the product [C:28]([C:25]1[CH:24]=[CH:23][C:22]([NH:21][CH:15]([C:7]2[CH:8]=[C:9]([O:12][CH2:13][CH3:14])[CH:10]=[CH:11][C:6]=2[O:5][CH2:4][C:1](=[O:3])[NH2:2])[C:16]([O:18][CH3:19])=[O:17])=[CH:27][CH:26]=1)(=[NH:29])[NH2:31], predict the reactants needed to synthesize it. The reactants are: [C:1]([CH2:4][O:5][C:6]1[CH:11]=[CH:10][C:9]([O:12][CH2:13][CH3:14])=[CH:8][C:7]=1[CH:15]([NH:21][C:22]1[CH:27]=[CH:26][C:25](/[C:28](=[N:31]/[H])/[NH:29]O)=[CH:24][CH:23]=1)[C:16]([O:18][CH2:19]C)=[O:17])(=[O:3])[NH2:2]. (4) Given the product [CH3:49][O:52][C:7]1[CH:2]=[C:3]([NH:8][C:9](=[S:35])[NH:10][C:11]2[CH:16]=[CH:15][C:14]([C:17]3[CH:25]=[C:24]4[C:20]([CH2:21][N:22]([C@@H:27]([CH:32]([CH3:34])[CH3:33])[C:28]([O:30][CH3:31])=[O:29])[C:23]4=[O:26])=[CH:19][CH:18]=3)=[CH:13][CH:12]=2)[CH:4]=[CH:5][CH:6]=1, predict the reactants needed to synthesize it. The reactants are: F[C:2]1[CH:7]=[CH:6][CH:5]=[CH:4][C:3]=1[NH:8][C:9](=[S:35])[NH:10][C:11]1[CH:16]=[CH:15][C:14]([C:17]2[CH:25]=[C:24]3[C:20]([CH2:21][N:22]([C@@H:27]([CH:32]([CH3:34])[CH3:33])[C:28]([O:30][CH3:31])=[O:29])[C:23]3=[O:26])=[CH:19][CH:18]=2)=[CH:13][CH:12]=1.NC1C=CC(C2C=C3C(CN([C@@H](C(C)C)C(OC)=O)[C:49]3=[O:52])=CC=2)=CC=1.COC1C=C(N=C=S)C=CC=1. (5) Given the product [CH2:1]([O:8][C:9]([N:11]1[CH2:12][CH:13]([CH2:19][O:20][S:28]([C:31]2[CH:37]=[CH:36][C:34]([CH3:35])=[CH:33][CH:32]=2)(=[O:30])=[O:29])[C:14](=[N:16][O:17][CH3:18])[CH2:15]1)=[O:10])[C:2]1[CH:7]=[CH:6][CH:5]=[CH:4][CH:3]=1, predict the reactants needed to synthesize it. The reactants are: [CH2:1]([O:8][C:9]([N:11]1[CH2:15][C:14](=[N:16][O:17][CH3:18])[CH:13]([CH2:19][OH:20])[CH2:12]1)=[O:10])[C:2]1[CH:7]=[CH:6][CH:5]=[CH:4][CH:3]=1.CCN(CC)CC.[S:28](Cl)([C:31]1[CH:37]=[CH:36][C:34]([CH3:35])=[CH:33][CH:32]=1)(=[O:30])=[O:29]. (6) Given the product [Cl:33][C:29]1[CH:28]=[C:27]([C:25]2[N:26]=[C:22]([N:21]3[C:17]4[CH:16]=[C:15]([O:14][CH:11]5[CH2:10][CH2:9][NH:8][CH2:13][CH2:12]5)[CH:38]=[CH:37][C:18]=4[N:19]=[CH:20]3)[S:23][C:24]=2[C:34]([NH2:35])=[O:36])[CH:32]=[CH:31][CH:30]=1, predict the reactants needed to synthesize it. The reactants are: C(OC([N:8]1[CH2:13][CH2:12][CH:11]([O:14][C:15]2[CH:38]=[CH:37][C:18]3[N:19]=[CH:20][N:21]([C:22]4[S:23][C:24]([C:34](=[O:36])[NH2:35])=[C:25]([C:27]5[CH:32]=[CH:31][CH:30]=[C:29]([Cl:33])[CH:28]=5)[N:26]=4)[C:17]=3[CH:16]=2)[CH2:10][CH2:9]1)=O)(C)(C)C.ClCCl.FC(F)(F)C(O)=O. (7) The reactants are: [CH3:1][O:2][C:3]([C:5]1[CH2:6][C:7]2([CH2:12][CH2:13][C:14]=1OS(C(F)(F)F)(=O)=O)[OH+:11][CH2:10][CH2:9][O:8]2)=[O:4].C(=O)([O-])[O-].[Na+].[Na+].[F:29][C:30]1[CH:35]=[C:34]([F:36])[C:33]([F:37])=[CH:32][C:31]=1B(O)O. Given the product [F:29][C:30]1[CH:35]=[C:34]([F:36])[C:33]([F:37])=[CH:32][C:31]=1[C:14]1[CH2:13][CH2:12][C:7]2([O:8][CH2:9][CH2:10][O:11]2)[CH2:6][C:5]=1[C:3]([O:2][CH3:1])=[O:4], predict the reactants needed to synthesize it.